From a dataset of Forward reaction prediction with 1.9M reactions from USPTO patents (1976-2016). Predict the product of the given reaction. (1) The product is: [C:22]([O:21][C:19]([N:16]1[CH2:17][CH2:18][C:13]2([NH:12][C:11](=[O:27])[C:10]3[CH:28]=[C:6](/[CH:5]=[CH:4]/[C:3]([OH:29])=[O:2])[CH:7]=[CH:8][C:9]=3[O:26]2)[CH2:14][CH2:15]1)=[O:20])([CH3:25])([CH3:23])[CH3:24]. Given the reactants C[O:2][C:3](=[O:29])/[CH:4]=[CH:5]/[C:6]1[CH:7]=[CH:8][C:9]2[O:26][C:13]3([CH2:18][CH2:17][N:16]([C:19]([O:21][C:22]([CH3:25])([CH3:24])[CH3:23])=[O:20])[CH2:15][CH2:14]3)[NH:12][C:11](=[O:27])[C:10]=2[CH:28]=1.[OH-].[Na+].C(O)(=O)CC(CC(O)=O)(C(O)=O)O, predict the reaction product. (2) Given the reactants [CH3:1][C:2]1([CH3:22])[CH2:7][O:6][C:5]2([CH2:21][CH2:20][CH2:19][C:11]3=[N:12][CH:13]=[C:14]([N+:16]([O-])=O)[CH:15]=[C:10]3[CH2:9][CH2:8]2)[O:4][CH2:3]1, predict the reaction product. The product is: [CH3:1][C:2]1([CH3:22])[CH2:7][O:6][C:5]2([CH2:21][CH2:20][CH2:19][C:11]3=[N:12][CH:13]=[C:14]([NH2:16])[CH:15]=[C:10]3[CH2:9][CH2:8]2)[O:4][CH2:3]1. (3) Given the reactants Br[C:2]1[CH:7]=[CH:6][C:5]([CH2:8][CH2:9][CH:10]2[O:14][CH2:13][CH2:12][O:11]2)=[CH:4][CH:3]=1.[CH2:15]([O:17][C:18]1[CH:23]=[CH:22][C:21](B(O)O)=[C:20]([F:27])[C:19]=1[F:28])[CH3:16].C(=O)([O-])[O-].[K+].[K+].C1(C)C=CC=CC=1, predict the reaction product. The product is: [CH2:15]([O:17][C:18]1[CH:23]=[CH:22][C:21]([C:2]2[CH:7]=[CH:6][C:5]([CH2:8][CH2:9][CH:10]3[O:14][CH2:13][CH2:12][O:11]3)=[CH:4][CH:3]=2)=[C:20]([F:27])[C:19]=1[F:28])[CH3:16]. (4) The product is: [Cl:26][C:25]1[CH:24]=[CH:23][CH:22]=[C:21]([Cl:27])[C:20]=1[CH2:19][O:18][C:15]1[CH:14]=[CH:13][C:12]([CH:8]2[O:9][CH2:10][CH2:11][N:6]([CH2:5][C:4]([OH:28])=[O:3])[CH2:7]2)=[CH:17][CH:16]=1. Given the reactants C([O:3][C:4](=[O:28])[CH2:5][N:6]1[CH2:11][CH2:10][O:9][CH:8]([C:12]2[CH:17]=[CH:16][C:15]([O:18][CH2:19][C:20]3[C:25]([Cl:26])=[CH:24][CH:23]=[CH:22][C:21]=3[Cl:27])=[CH:14][CH:13]=2)[CH2:7]1)C.[OH-].[Na+].Cl, predict the reaction product. (5) Given the reactants FC(F)(F)S(O[C:7]1[N:8]=[C:9]([C:12]2[CH:17]=[CH:16][C:15]([F:18])=[CH:14][CH:13]=2)[O:10][CH:11]=1)(=O)=O.[CH3:21][OH:22].C1C=CC(P(C2C=CC=CC=2)CCCP(C2C=CC=CC=2)C2C=CC=CC=2)=CC=1.C(N(CC)CC)C.CN([CH:62]=[O:63])C, predict the reaction product. The product is: [F:18][C:15]1[CH:16]=[CH:17][C:12]([C:9]2[O:10][CH:11]=[C:7]([C:21]([O:63][CH3:62])=[O:22])[N:8]=2)=[CH:13][CH:14]=1. (6) Given the reactants [CH3:1][C@H:2]1[CH2:7][CH2:6][CH2:5][CH2:4][N:3]1[C@H:8]1[CH2:11][C@H:10]([C:12]2[S:13][C:14]3[CH:20]=[C:19]([C:21]([O:23]C)=[O:22])[CH:18]=[CH:17][C:15]=3[N:16]=2)[CH2:9]1.O.C[O-].[Na+], predict the reaction product. The product is: [CH3:1][C@H:2]1[CH2:7][CH2:6][CH2:5][CH2:4][N:3]1[C@H:8]1[CH2:9][C@H:10]([C:12]2[S:13][C:14]3[CH:20]=[C:19]([C:21]([OH:23])=[O:22])[CH:18]=[CH:17][C:15]=3[N:16]=2)[CH2:11]1. (7) Given the reactants [OH:1][C@H:2]1[CH2:7][CH2:6][C@H:5]([N:8]2[C:13](=[O:14])[C:12]([CH2:15][C:16]3[CH:21]=[CH:20][C:19]([C:22]4[C:23]([C:28]#[N:29])=[CH:24][CH:25]=[CH:26][CH:27]=4)=[CH:18][CH:17]=3)=[C:11]([CH2:30][CH2:31][CH3:32])[N:10]3[N:33]=[CH:34][N:35]=[C:9]23)[CH2:4][CH2:3]1.[N+](=[CH:38][C:39]([O:41][CH2:42][CH3:43])=[O:40])=[N-], predict the reaction product. The product is: [C:28]([C:23]1[CH:24]=[CH:25][CH:26]=[CH:27][C:22]=1[C:19]1[CH:20]=[CH:21][C:16]([CH2:15][C:12]2[C:13](=[O:14])[N:8]([C@H:5]3[CH2:6][CH2:7][C@H:2]([O:1][CH2:38][C:39]([O:41][CH2:42][CH3:43])=[O:40])[CH2:3][CH2:4]3)[C:9]3[N:10]([N:33]=[CH:34][N:35]=3)[C:11]=2[CH2:30][CH2:31][CH3:32])=[CH:17][CH:18]=1)#[N:29].